From a dataset of Reaction yield outcomes from USPTO patents with 853,638 reactions. Predict the reaction yield, written as a fraction of the theoretical maximum amount of product (1.0 means a 100% yield; for example, 0.34 means a 34% yield). (1) The reactants are C([O:5][C:6]([C:8]1[CH:31]=[CH:30][C:11]([O:12][C:13]2[C:22]([Cl:23])=[C:21]3[C:16]([CH:17]([C:24]([O:26][CH2:27][CH3:28])=[O:25])[CH2:18][CH2:19][O:20]3)=[CH:15][C:14]=2[Cl:29])=[CH:10][CH:9]=1)=[O:7])(C)(C)C.FC(F)(F)C(O)=O. The catalyst is ClCCl. The product is [Cl:29][C:14]1[CH:15]=[C:16]2[C:21](=[C:22]([Cl:23])[C:13]=1[O:12][C:11]1[CH:30]=[CH:31][C:8]([C:6]([OH:7])=[O:5])=[CH:9][CH:10]=1)[O:20][CH2:19][CH2:18][CH:17]2[C:24]([O:26][CH2:27][CH3:28])=[O:25]. The yield is 1.02. (2) The reactants are [CH3:1][N:2]1[CH2:7][CH2:6][NH:5][CH2:4][CH2:3]1.CCN(C(C)C)C(C)C.CN(C(ON1N=NC2C=CC=NC1=2)=[N+](C)C)C.F[P-](F)(F)(F)(F)F.[Br:41][C:42]1[CH:43]=[CH:44][C:45]2[C:51]3[S:52][C:53]([C:55]([N:57]([C:59]4[CH:60]=[C:61]([CH:65]=[CH:66][C:67]=4[Cl:68])[C:62](O)=[O:63])[CH3:58])=[O:56])=[CH:54][C:50]=3[CH2:49][CH2:48][O:47][C:46]=2[CH:69]=1. The catalyst is C1COCC1.O. The product is [Br:41][C:42]1[CH:43]=[CH:44][C:45]2[C:51]3[S:52][C:53]([C:55]([N:57]([C:59]4[CH:60]=[C:61]([C:62]([N:5]5[CH2:6][CH2:7][N:2]([CH3:1])[CH2:3][CH2:4]5)=[O:63])[CH:65]=[CH:66][C:67]=4[Cl:68])[CH3:58])=[O:56])=[CH:54][C:50]=3[CH2:49][CH2:48][O:47][C:46]=2[CH:69]=1. The yield is 0.940. (3) The reactants are [CH2:1]([C:5]1[NH:6][CH:7]=[CH:8][N:9]=1)[CH2:2][CH2:3][CH3:4].C[O-].[Na+].[Cl:13][C:14]1[CH:21]=[CH:20][CH:19]=[CH:18][C:15]=1[CH2:16]Br. The catalyst is CO. The product is [CH2:1]([C:5]1[N:6]([CH2:16][C:15]2[CH:18]=[CH:19][CH:20]=[CH:21][C:14]=2[Cl:13])[CH:7]=[CH:8][N:9]=1)[CH2:2][CH2:3][CH3:4]. The yield is 0.610. (4) The reactants are [F:1][C:2]1[CH:10]=[C:9]2[C:5]([C:6]([C:11]3[CH:12]=[N:13][N:14]([CH:16]4[CH2:19][N:18](C(OC(C)(C)C)=O)[CH2:17]4)[CH:15]=3)=[CH:7][NH:8]2)=[CH:4][CH:3]=1.Cl. The catalyst is CO.CCOCC. The product is [NH:18]1[CH2:17][CH:16]([N:14]2[CH:15]=[C:11]([C:6]3[C:5]4[C:9](=[CH:10][C:2]([F:1])=[CH:3][CH:4]=4)[NH:8][CH:7]=3)[CH:12]=[N:13]2)[CH2:19]1. The yield is 0.180. (5) The reactants are [NH2:1][C@:2]12[CH2:37][CH2:36][C@@H:35]([C:38]([CH3:40])=[CH2:39])[C@@H:3]1[C@@H:4]1[C@@:17]([CH3:20])([CH2:18][CH2:19]2)[C@@:16]2([CH3:21])[C@@H:7]([C@:8]3([CH3:34])[C@@H:13]([CH2:14][CH2:15]2)[C:12]([CH3:23])([CH3:22])[C:11]([C:24]2[CH:33]=[CH:32][C:27]([C:28]([O:30]C)=[O:29])=[CH:26][CH:25]=2)=[CH:10][CH2:9]3)[CH2:6][CH2:5]1.CN(C)CCC(N[C@]12CC[C@@H](C(C)=C)[C@@H]1[C@@H]1[C@@](C)(CC2)[C@@]2(C)[C@@H]([C@]3(C)[C@@H](CC2)C(C)(C)C(C2C=CC(C(O)=O)=CC=2)=CC3)CC1)=O.[N:87]1([CH2:93][C:94](O)=[O:95])[CH2:92][CH2:91][O:90][CH2:89][CH2:88]1. No catalyst specified. The product is [CH3:20][C@:17]12[C@@:16]3([CH3:21])[C@@H:7]([C@:8]4([CH3:34])[C@@H:13]([CH2:14][CH2:15]3)[C:12]([CH3:22])([CH3:23])[C:11]([C:24]3[CH:25]=[CH:26][C:27]([C:28]([OH:30])=[O:29])=[CH:32][CH:33]=3)=[CH:10][CH2:9]4)[CH2:6][CH2:5][C@@H:4]1[C@H:3]1[C@H:35]([C:38]([CH3:40])=[CH2:39])[CH2:36][CH2:37][C@:2]1([NH:1][C:94](=[O:95])[CH2:93][N:87]1[CH2:92][CH2:91][O:90][CH2:89][CH2:88]1)[CH2:19][CH2:18]2. The yield is 0.400. (6) The reactants are C(NC(C)C)(C)C.C([Li])CCC.[F:13][C:14]([F:27])([F:26])[S:15][C:16]1[CH:21]=[CH:20][C:19]([CH2:22][C:23]([OH:25])=[O:24])=[CH:18][CH:17]=1.I[CH2:29][CH:30]1[CH2:34][CH2:33][CH2:32][CH2:31]1. The catalyst is O1CCCC1.CN1CCCN(C)C1=O. The product is [CH:30]1([CH2:29][CH:22]([C:19]2[CH:18]=[CH:17][C:16]([S:15][C:14]([F:26])([F:13])[F:27])=[CH:21][CH:20]=2)[C:23]([OH:25])=[O:24])[CH2:34][CH2:33][CH2:32][CH2:31]1. The yield is 0.580. (7) The reactants are Br[C:2]1[CH:7]=[CH:6][CH:5]=[C:4]([F:8])[CH:3]=1.[Mg].II.[CH3:12][O:13][C:14](=[O:28])[C@H:15]1[CH2:19][CH2:18][C:17](=[O:20])[N:16]1[C:21]([O:23][C:24]([CH3:27])([CH3:26])[CH3:25])=[O:22]. The product is [CH3:12][O:13][C:14](=[O:28])[C@H:15]([NH:16][C:21]([O:23][C:24]([CH3:26])([CH3:25])[CH3:27])=[O:22])[CH2:19][CH2:18][C:17]([C:2]1[CH:7]=[CH:6][CH:5]=[C:4]([F:8])[CH:3]=1)=[O:20]. The yield is 0.510. The catalyst is C1COCC1. (8) The reactants are [CH3:1][O:2][C:3]([NH:5][CH:6]1[CH2:11][CH2:10][CH2:9][N:8]([CH:12]([CH3:16])[C:13]([OH:15])=O)[C:7]1=[O:17])=[O:4].CN(C(ON1N=NC2C=CC=NC1=2)=[N+](C)C)C.F[P-](F)(F)(F)(F)F.CN1CCOCC1.[CH3:49][O:50][C:51](=[O:85])[NH:52][CH:53]([C:57]([N:59]1[CH2:63][CH2:62][CH2:61][CH:60]1[C:64]1[NH:65][C:66]([C:69]2[CH:74]=[CH:73][C:72]([C:75]3[CH:80]=[CH:79][C:78]([C:81](=[O:84])[CH2:82][NH2:83])=[CH:77][CH:76]=3)=[CH:71][CH:70]=2)=[CH:67][N:68]=1)=[O:58])[CH:54]([CH3:56])[CH3:55]. The catalyst is CN(C)C=O. The product is [CH3:1][O:2][C:3](=[O:4])[NH:5][CH:6]1[CH2:11][CH2:10][CH2:9][N:8]([CH:12]([C:13](=[O:15])[NH:83][CH2:82][C:81]([C:78]2[CH:79]=[CH:80][C:75]([C:72]3[CH:71]=[CH:70][C:69]([C:66]4[NH:65][C:64]([CH:60]5[CH2:61][CH2:62][CH2:63][N:59]5[C:57](=[O:58])[CH:53]([NH:52][C:51]([O:50][CH3:49])=[O:85])[CH:54]([CH3:56])[CH3:55])=[N:68][CH:67]=4)=[CH:74][CH:73]=3)=[CH:76][CH:77]=2)=[O:84])[CH3:16])[C:7]1=[O:17]. The yield is 0.990.